Dataset: Catalyst prediction with 721,799 reactions and 888 catalyst types from USPTO. Task: Predict which catalyst facilitates the given reaction. Reactant: C[O:2][C:3](=O)[CH2:4][C:5]([NH:7][C:8]1[CH:13]=[CH:12][C:11]([O:14][CH2:15][C:16]2[CH:21]=[CH:20][CH:19]=[C:18]([F:22])[CH:17]=2)=[C:10]([Cl:23])[CH:9]=1)=[O:6].[NH3:25]. Product: [Cl:23][C:10]1[CH:9]=[C:8]([NH:7][C:5](=[O:6])[CH2:4][C:3]([NH2:25])=[O:2])[CH:13]=[CH:12][C:11]=1[O:14][CH2:15][C:16]1[CH:21]=[CH:20][CH:19]=[C:18]([F:22])[CH:17]=1. The catalyst class is: 5.